This data is from Catalyst prediction with 721,799 reactions and 888 catalyst types from USPTO. The task is: Predict which catalyst facilitates the given reaction. (1) Reactant: [Cl:1][C:2]1[CH:3]=[C:4]([C:10]2([C:24]([F:27])([F:26])[F:25])[O:14][N:13]=[C:12]([C:15]3[CH:16]=[CH:17][C:18]([F:23])=[C:19]([CH2:21][NH2:22])[CH:20]=3)[CH2:11]2)[CH:5]=[C:6]([Cl:9])[C:7]=1[F:8].[CH2:28]1[CH2:30][CH2:29]1.CN([C:34]([O:38]N1N=NC2C=CC=CC1=2)=[N+](C)C)C.F[P-](F)(F)(F)(F)F.C1C=CC2N(O)N=NC=2C=1.CCN(C(C)C)C(C)C.FC(F)(F)C(O)=O. Product: [Cl:1][C:2]1[CH:3]=[C:4]([C:10]2([C:24]([F:26])([F:27])[F:25])[O:14][N:13]=[C:12]([C:15]3[CH:16]=[CH:17][C:18]([F:23])=[C:19]([CH:20]=3)[CH2:21][NH:22][C:34]([CH:28]3[CH2:30][CH2:29]3)=[O:38])[CH2:11]2)[CH:5]=[C:6]([Cl:9])[C:7]=1[F:8]. The catalyst class is: 192. (2) Reactant: [Cl:1][C:2]1[CH:3]=[C:4]([NH:16][C:17]2[C:26]3[C:25]([OH:27])=[CH:24][CH:23]=[CH:22][C:21]=3[N:20]=[CH:19][N:18]=2)[CH:5]=[CH:6][C:7]=1[O:8][CH2:9][C:10]1[CH:15]=[CH:14][CH:13]=[CH:12][N:11]=1.O[C@@H:29]([CH3:34])[C:30]([O:32][CH3:33])=[O:31].C1(P(C2C=CC=CC=2)C2C=CC=CC=2)C=CC=CC=1. Product: [Cl:1][C:2]1[CH:3]=[C:4]([NH:16][C:17]2[C:26]3[C:21](=[CH:22][CH:23]=[CH:24][C:25]=3[O:27][C@H:29]([CH3:34])[C:30]([O:32][CH3:33])=[O:31])[N:20]=[CH:19][N:18]=2)[CH:5]=[CH:6][C:7]=1[O:8][CH2:9][C:10]1[CH:15]=[CH:14][CH:13]=[CH:12][N:11]=1. The catalyst class is: 2. (3) The catalyst class is: 10. Reactant: [F:1][C:2]([F:7])([F:6])[C:3]([OH:5])=[O:4].[Cl:8][C:9]1[CH:46]=[CH:45][C:12]([C:13]([N:15]2[CH2:21][C:20]3[CH:22]=[CH:23][C:24]([C:26]([O:28][CH2:29][CH3:30])=[O:27])=[CH:25][C:19]=3[N:18]([CH2:31][C:32]3[CH:37]=[CH:36][C:35]([C:38]4[N:39]([CH3:43])[CH2:40][CH2:41][N:42]=4)=[CH:34][CH:33]=3)[C:17](=[O:44])[CH2:16]2)=[O:14])=[CH:11][CH:10]=1.[C:47](=O)([O-])[O-].[K+].[K+].CI. Product: [F:1][C:2]([F:7])([F:6])[C:3]([O-:5])=[O:4].[Cl:8][C:9]1[CH:46]=[CH:45][C:12]([C:13]([N:15]2[CH2:21][C:20]3[CH:22]=[CH:23][C:24]([C:26]([O:28][CH2:29][CH3:30])=[O:27])=[CH:25][C:19]=3[N:18]([CH2:31][C:32]3[CH:37]=[CH:36][C:35]([C:38]4[N:42]([CH3:47])[CH2:41][CH2:40][N+:39]=4[CH3:43])=[CH:34][CH:33]=3)[C:17](=[O:44])[CH2:16]2)=[O:14])=[CH:11][CH:10]=1. (4) Reactant: [OH-].[Na+].CN(C)[CH:5]=[CH:6][C:7]([C:9]1[S:13][C:12]([N:14]=CN(C)C)=[N:11][C:10]=1[CH3:19])=O.[CH2:21]([N:23]([CH2:27][CH3:28])[C:24]([NH2:26])=[NH:25])[CH3:22]. Product: [NH2:14][C:12]1[S:13][C:9]([C:7]2[CH:6]=[CH:5][N:26]=[C:24]([N:23]([CH2:27][CH3:28])[CH2:21][CH3:22])[N:25]=2)=[C:10]([CH3:19])[N:11]=1. The catalyst class is: 141. (5) Reactant: C(OC([NH:8][C:9]1[CH:14]=[CH:13][CH:12]=[CH:11][C:10]=1[NH:15][C:16](=[O:29])[C:17]1[CH:22]=[CH:21][C:20]([CH:23]2[CH2:28][CH2:27][CH2:26][NH:25][CH2:24]2)=[CH:19][CH:18]=1)=O)(C)(C)C.Cl. Product: [NH2:8][C:9]1[CH:14]=[CH:13][CH:12]=[CH:11][C:10]=1[NH:15][C:16](=[O:29])[C:17]1[CH:22]=[CH:21][C:20]([CH:23]2[CH2:28][CH2:27][CH2:26][NH:25][CH2:24]2)=[CH:19][CH:18]=1. The catalyst class is: 12. (6) Reactant: Cl.[Cl:2][C:3]1[C:4]([C:10]([CH3:13])([CH3:12])[CH3:11])=[N:5][N:6]([CH2:8]Cl)[CH:7]=1.[F:14][C:15]([F:24])([F:23])[CH2:16][CH2:17][CH:18]([C:21]#[N:22])[C:19]#[N:20].C(=O)([O-])[O-].[K+].[K+].O. Product: [Cl:2][C:3]1[C:4]([C:10]([CH3:13])([CH3:12])[CH3:11])=[N:5][N:6]([CH2:8][C:18]([CH2:17][CH2:16][C:15]([F:14])([F:23])[F:24])([C:19]#[N:20])[C:21]#[N:22])[CH:7]=1. The catalyst class is: 9.